From a dataset of NCI-60 drug combinations with 297,098 pairs across 59 cell lines. Regression. Given two drug SMILES strings and cell line genomic features, predict the synergy score measuring deviation from expected non-interaction effect. (1) Drug 1: C1CN1P(=S)(N2CC2)N3CC3. Drug 2: CC12CCC3C(C1CCC2O)C(CC4=C3C=CC(=C4)O)CCCCCCCCCS(=O)CCCC(C(F)(F)F)(F)F. Cell line: SNB-75. Synergy scores: CSS=12.5, Synergy_ZIP=-3.08, Synergy_Bliss=-0.250, Synergy_Loewe=-4.12, Synergy_HSA=-2.21. (2) Drug 1: C1=NC2=C(N1)C(=S)N=C(N2)N. Drug 2: C1C(C(OC1N2C=NC3=C(N=C(N=C32)Cl)N)CO)O. Cell line: SK-OV-3. Synergy scores: CSS=34.1, Synergy_ZIP=-8.17, Synergy_Bliss=-4.48, Synergy_Loewe=-5.15, Synergy_HSA=-4.73. (3) Drug 1: C1=CC(=CC=C1CC(C(=O)O)N)N(CCCl)CCCl.Cl. Drug 2: CN(CC1=CN=C2C(=N1)C(=NC(=N2)N)N)C3=CC=C(C=C3)C(=O)NC(CCC(=O)O)C(=O)O. Cell line: HCT-15. Synergy scores: CSS=36.9, Synergy_ZIP=-3.90, Synergy_Bliss=-6.29, Synergy_Loewe=-18.3, Synergy_HSA=-6.96. (4) Drug 1: CC(C)(C#N)C1=CC(=CC(=C1)CN2C=NC=N2)C(C)(C)C#N. Drug 2: CCC1(C2=C(COC1=O)C(=O)N3CC4=CC5=C(C=CC(=C5CN(C)C)O)N=C4C3=C2)O.Cl. Cell line: SF-539. Synergy scores: CSS=55.9, Synergy_ZIP=1.91, Synergy_Bliss=0.0832, Synergy_Loewe=-19.0, Synergy_HSA=0.882. (5) Drug 1: CC1C(C(=O)NC(C(=O)N2CCCC2C(=O)N(CC(=O)N(C(C(=O)O1)C(C)C)C)C)C(C)C)NC(=O)C3=C4C(=C(C=C3)C)OC5=C(C(=O)C(=C(C5=N4)C(=O)NC6C(OC(=O)C(N(C(=O)CN(C(=O)C7CCCN7C(=O)C(NC6=O)C(C)C)C)C)C(C)C)C)N)C. Drug 2: CC1CCC2CC(C(=CC=CC=CC(CC(C(=O)C(C(C(=CC(C(=O)CC(OC(=O)C3CCCCN3C(=O)C(=O)C1(O2)O)C(C)CC4CCC(C(C4)OC)OCCO)C)C)O)OC)C)C)C)OC. Cell line: HT29. Synergy scores: CSS=-1.44, Synergy_ZIP=1.92, Synergy_Bliss=5.26, Synergy_Loewe=0.0955, Synergy_HSA=0.218. (6) Drug 1: CC1OCC2C(O1)C(C(C(O2)OC3C4COC(=O)C4C(C5=CC6=C(C=C35)OCO6)C7=CC(=C(C(=C7)OC)O)OC)O)O. Drug 2: CCCCC(=O)OCC(=O)C1(CC(C2=C(C1)C(=C3C(=C2O)C(=O)C4=C(C3=O)C=CC=C4OC)O)OC5CC(C(C(O5)C)O)NC(=O)C(F)(F)F)O. Cell line: 786-0. Synergy scores: CSS=25.0, Synergy_ZIP=-6.49, Synergy_Bliss=-4.20, Synergy_Loewe=-1.92, Synergy_HSA=-1.84. (7) Drug 1: CC(C)(C#N)C1=CC(=CC(=C1)CN2C=NC=N2)C(C)(C)C#N. Drug 2: C1=CC=C(C=C1)NC(=O)CCCCCCC(=O)NO. Cell line: HT29. Synergy scores: CSS=-1.25, Synergy_ZIP=9.37, Synergy_Bliss=13.5, Synergy_Loewe=-6.52, Synergy_HSA=-4.78. (8) Drug 1: CCCS(=O)(=O)NC1=C(C(=C(C=C1)F)C(=O)C2=CNC3=C2C=C(C=N3)C4=CC=C(C=C4)Cl)F. Drug 2: CC1CCC2CC(C(=CC=CC=CC(CC(C(=O)C(C(C(=CC(C(=O)CC(OC(=O)C3CCCCN3C(=O)C(=O)C1(O2)O)C(C)CC4CCC(C(C4)OC)O)C)C)O)OC)C)C)C)OC. Cell line: NCI/ADR-RES. Synergy scores: CSS=12.9, Synergy_ZIP=0.130, Synergy_Bliss=9.85, Synergy_Loewe=3.65, Synergy_HSA=8.62. (9) Drug 1: C1CCC(CC1)NC(=O)N(CCCl)N=O. Drug 2: CCN(CC)CCCC(C)NC1=C2C=C(C=CC2=NC3=C1C=CC(=C3)Cl)OC. Cell line: SK-OV-3. Synergy scores: CSS=11.8, Synergy_ZIP=-4.64, Synergy_Bliss=4.15, Synergy_Loewe=-6.58, Synergy_HSA=4.23.